This data is from Catalyst prediction with 721,799 reactions and 888 catalyst types from USPTO. The task is: Predict which catalyst facilitates the given reaction. (1) Reactant: [Br:1][C:2]1[CH:7]=[C:6]([CH3:8])[C:5]([C:9]2[C:10](=[O:16])[CH2:11][CH2:12][C:13]=2[O:14][CH3:15])=[C:4]([CH3:17])[CH:3]=1.C[Si](C)(C)[N-][Si](C)(C)C.[K+].Br[CH2:29][C:30]#[N:31].[NH4+].[Cl-]. Product: [Br:1][C:2]1[CH:3]=[C:4]([CH3:17])[C:5]([C:9]2[C:10](=[O:16])[CH2:11][CH:12]([CH2:29][C:30]#[N:31])[C:13]=2[O:14][CH3:15])=[C:6]([CH3:8])[CH:7]=1. The catalyst class is: 1. (2) Reactant: [O:1]1[C:5]([C:6]2[C:14]3[C:9](=[CH:10][CH:11]=[C:12]([C:15]#[N:16])[CH:13]=3)[N:8](C3CCCCO3)[N:7]=2)=[CH:4][C:3]2[CH:23]=[CH:24][CH:25]=[CH:26][C:2]1=2.Cl. Product: [O:1]1[C:5]([C:6]2[C:14]3[C:9](=[CH:10][CH:11]=[C:12]([C:15]#[N:16])[CH:13]=3)[NH:8][N:7]=2)=[CH:4][C:3]2[CH:23]=[CH:24][CH:25]=[CH:26][C:2]1=2. The catalyst class is: 5. (3) Reactant: Cl[C:2]1[N:7]2[CH:8]=[CH:9][N:10]=[C:6]2[CH:5]=[C:4]([C:11]2[CH:16]=[CH:15][N:14]=[C:13]([Cl:17])[CH:12]=2)[N:3]=1.[C:18]([N:25]1[CH2:30][C@@H:29]2[CH2:31][CH:26]1[CH2:27][NH:28]2)([O:20][C:21]([CH3:24])([CH3:23])[CH3:22])=[O:19].C([O-])([O-])=O.[K+].[K+].CCN(C(C)C)C(C)C. Product: [C:21]([O:20][C:18]([N:25]1[CH2:30][C@@H:29]2[CH2:31][C@H:26]1[CH2:27][N:28]2[C:2]1[N:7]2[CH:8]=[CH:9][N:10]=[C:6]2[CH:5]=[C:4]([C:11]2[CH:16]=[CH:15][N:14]=[C:13]([Cl:17])[CH:12]=2)[N:3]=1)=[O:19])([CH3:24])([CH3:22])[CH3:23]. The catalyst class is: 37. (4) Reactant: [S:1]1[CH:5]=[CH:4][N:3]=[C:2]1[NH:6][CH:7]1[CH2:12][CH2:11][N:10]([C:13]([O:15][C:16]([CH3:19])([CH3:18])[CH3:17])=[O:14])[CH2:9][CH2:8]1.[CH3:20]I. Product: [CH3:20][N:3]1[CH:4]=[CH:5][S:1]/[C:2]/1=[N:6]\[CH:7]1[CH2:8][CH2:9][N:10]([C:13]([O:15][C:16]([CH3:19])([CH3:18])[CH3:17])=[O:14])[CH2:11][CH2:12]1. The catalyst class is: 3.